From a dataset of Reaction yield outcomes from USPTO patents with 853,638 reactions. Predict the reaction yield, written as a fraction of the theoretical maximum amount of product (1.0 means a 100% yield; for example, 0.34 means a 34% yield). (1) The reactants are Br[C:2]1[CH:20]=[CH:19][C:5]([CH2:6][CH:7]2[CH2:11][CH2:10][N:9]([CH:12]3[CH2:17][CH2:16][CH2:15][CH2:14][CH2:13]3)[C:8]2=[O:18])=[C:4]([Cl:21])[CH:3]=1.[C:22]([O:26][C:27]([C:29]1[CH:34]=[CH:33][C:32](B(O)O)=[CH:31][CH:30]=1)=[O:28])([CH3:25])([CH3:24])[CH3:23]. No catalyst specified. The product is [C:22]([O:26][C:27]([C:29]1[CH:34]=[CH:33][C:32]([C:2]2[CH:20]=[CH:19][C:5]([CH2:6][CH:7]3[CH2:11][CH2:10][N:9]([CH:12]4[CH2:17][CH2:16][CH2:15][CH2:14][CH2:13]4)[C:8]3=[O:18])=[C:4]([Cl:21])[CH:3]=2)=[CH:31][CH:30]=1)=[O:28])([CH3:25])([CH3:23])[CH3:24]. The yield is 0.780. (2) The reactants are [OH:1][C:2]1[CH:7]=[CH:6][C:5]([C:8](=[O:10])[CH3:9])=[C:4]([CH3:11])[CH:3]=1.N1C=CC=CC=1.[F:18][C:19]([F:32])([F:31])[S:20](O[S:20]([C:19]([F:32])([F:31])[F:18])(=[O:22])=[O:21])(=[O:22])=[O:21]. The catalyst is ClCCl. The product is [F:18][C:19]([F:32])([F:31])[S:20]([O:1][C:2]1[CH:7]=[CH:6][C:5]([C:8](=[O:10])[CH3:9])=[C:4]([CH3:11])[CH:3]=1)(=[O:22])=[O:21]. The yield is 0.900. (3) The reactants are [NH2:1][C:2]1[CH:7]=[CH:6][C:5]([CH2:8][OH:9])=[CH:4][CH:3]=1.[C:10](O[C:10]([O:12][C:13]([CH3:16])([CH3:15])[CH3:14])=[O:11])([O:12][C:13]([CH3:16])([CH3:15])[CH3:14])=[O:11]. The catalyst is ClCCl. The product is [C:13]([O:12][C:10](=[O:11])[NH:1][C:2]1[CH:7]=[CH:6][C:5]([CH2:8][OH:9])=[CH:4][CH:3]=1)([CH3:16])([CH3:15])[CH3:14]. The yield is 0.980. (4) The reactants are [F:1][C:2]1[CH:10]=[C:9]2[C:5]([C:6]([C:12]3[N:13]=[C:14]4[C:20]([C:21]([OH:23])=O)=[CH:19][N:18]([CH2:24][O:25][CH2:26][CH2:27][Si:28]([CH3:31])([CH3:30])[CH3:29])[C:15]4=[N:16][CH:17]=3)=[N:7][N:8]2[CH3:11])=[CH:4][CH:3]=1.[NH2:32][CH:33]([CH3:39])[CH2:34][C:35]([CH3:38])([OH:37])[CH3:36].CN(C(ON1N=NC2C=CC=NC1=2)=[N+](C)C)C.F[P-](F)(F)(F)(F)F.C(N(CC)C(C)C)(C)C. The catalyst is CCOC(C)=O.C(#N)C. The product is [OH:37][C:35]([CH3:38])([CH3:36])[CH2:34][CH:33]([NH:32][C:21]([C:20]1[C:14]2[C:15](=[N:16][CH:17]=[C:12]([C:6]3[C:5]4[C:9](=[CH:10][C:2]([F:1])=[CH:3][CH:4]=4)[N:8]([CH3:11])[N:7]=3)[N:13]=2)[N:18]([CH2:24][O:25][CH2:26][CH2:27][Si:28]([CH3:30])([CH3:29])[CH3:31])[CH:19]=1)=[O:23])[CH3:39]. The yield is 0.630. (5) The reactants are [CH3:1][N:2]([C@@H:10]([CH2:26][CH3:27])[C:11](=[O:25])[NH:12][C@@H:13]1[C:19](=[O:20])[NH:18][C:17]2[CH:21]=[CH:22][CH:23]=[CH:24][C:16]=2[CH2:15][CH2:14]1)[C:3](=[O:9])[O:4][C:5]([CH3:8])([CH3:7])[CH3:6].[Br:28][C:29]1[CH:30]=[C:31]2[C:36](=[CH:37][CH:38]=1)[C:35]([CH2:39]Cl)=[C:34]([O:41][CH3:42])[CH:33]=[CH:32]2.[Na+].[I-].C([O-])([O-])=O.[Cs+].[Cs+]. The catalyst is CN(C=O)C.CCOC(C)=O. The product is [Br:28][C:29]1[CH:30]=[C:31]2[C:36](=[CH:37][CH:38]=1)[C:35]([CH2:39][N:18]1[C:19](=[O:20])[C@@H:13]([NH:12][C:11](=[O:25])[C@@H:10]([N:2]([CH3:1])[C:3](=[O:9])[O:4][C:5]([CH3:8])([CH3:7])[CH3:6])[CH2:26][CH3:27])[CH2:14][CH2:15][C:16]3[CH:24]=[CH:23][CH:22]=[CH:21][C:17]1=3)=[C:34]([O:41][CH3:42])[CH:33]=[CH:32]2. The yield is 0.437. (6) The reactants are [CH:1]1([C:5]2[NH:13][C:8]3=[N:9][CH:10]=[CH:11][CH:12]=[C:7]3[CH:6]=2)[CH2:4][CH2:3][CH2:2]1.ClC1C=CC=C(C(OO)=[O:22])C=1. The catalyst is ClCCl. The product is [CH:1]1([C:5]2[NH:13][C:8]3=[N+:9]([O-:22])[CH:10]=[CH:11][CH:12]=[C:7]3[CH:6]=2)[CH2:2][CH2:3][CH2:4]1. The yield is 0.230. (7) The catalyst is C1COCC1.O. The product is [Cl:31][C:25]1[CH:26]=[C:27]([Cl:30])[CH:28]=[CH:29][C:24]=1[S:21]([N:18]1[CH2:19][CH2:20][CH:15]([C:13]2[C:12]3[C:7](=[CH:8][CH:9]=[C:10]([F:32])[CH:11]=3)[CH:6]=[C:5]([CH2:4][C:3]([OH:33])=[O:2])[CH:14]=2)[CH2:16][CH2:17]1)(=[O:23])=[O:22]. The reactants are C[O:2][C:3](=[O:33])[CH2:4][C:5]1[CH:14]=[C:13]([CH:15]2[CH2:20][CH2:19][N:18]([S:21]([C:24]3[CH:29]=[CH:28][C:27]([Cl:30])=[CH:26][C:25]=3[Cl:31])(=[O:23])=[O:22])[CH2:17][CH2:16]2)[C:12]2[C:7](=[CH:8][CH:9]=[C:10]([F:32])[CH:11]=2)[CH:6]=1.O.[OH-].[Li+]. The yield is 0.890. (8) The reactants are C(N(CC)CC)C.[CH3:8][S:9](Cl)(=[O:11])=[O:10].[CH2:13]([O:15][C:16](=[O:38])[CH:17]([O:35][CH2:36][CH3:37])[CH2:18][C:19]1[CH:24]=[CH:23][C:22]([O:25][CH2:26][CH2:27][C:28]2[CH:33]=[CH:32][C:31]([NH2:34])=[CH:30][CH:29]=2)=[CH:21][CH:20]=1)[CH3:14].Cl. The catalyst is ClCCl. The product is [CH2:13]([O:15][C:16](=[O:38])[CH:17]([O:35][CH2:36][CH3:37])[CH2:18][C:19]1[CH:24]=[CH:23][C:22]([O:25][CH2:26][CH2:27][C:28]2[CH:29]=[CH:30][C:31]([NH:34][S:9]([CH3:8])(=[O:11])=[O:10])=[CH:32][CH:33]=2)=[CH:21][CH:20]=1)[CH3:14]. The yield is 0.720. (9) The reactants are CO[C:3]1[CH:8]=[CH:7][C:6]([O:9]C)=[CH:5][C:4]=1[NH:11][C:12](=[O:23])[C:13]1[CH:18]=[C:17]([O:19]C)[CH:16]=[CH:15][C:14]=1[O:21]C.Cl.N1C=CC=CC=1. The catalyst is Cl. The product is [OH:9][C:6]1[CH:7]=[CH:8][C:3]2[O:23][C:12]([C:13]3[CH:18]=[C:17]([OH:19])[CH:16]=[CH:15][C:14]=3[OH:21])=[N:11][C:4]=2[CH:5]=1. The yield is 0.760. (10) The reactants are C(OC([N:8]1[CH2:38][CH2:37][C:11]2([N:15]([CH3:16])[CH:14]([C:17]3[CH:22]=[CH:21][C:20]([CH:23]4[CH2:25][CH2:24]4)=[CH:19][CH:18]=3)[N:13]([CH2:26][CH2:27][C:28]3[CH:33]=[CH:32][C:31]([O:34][CH3:35])=[CH:30][CH:29]=3)[C:12]2=[O:36])[CH2:10][CH2:9]1)=O)(C)(C)C.FC(F)(F)C(O)=O.C([O-])(O)=O.[Na+]. The catalyst is C(Cl)Cl. The product is [CH:23]1([C:20]2[CH:21]=[CH:22][C:17]([CH:14]3[N:13]([CH2:26][CH2:27][C:28]4[CH:33]=[CH:32][C:31]([O:34][CH3:35])=[CH:30][CH:29]=4)[C:12](=[O:36])[C:11]4([CH2:10][CH2:9][NH:8][CH2:38][CH2:37]4)[N:15]3[CH3:16])=[CH:18][CH:19]=2)[CH2:25][CH2:24]1. The yield is 0.870.